Task: Predict the reactants needed to synthesize the given product.. Dataset: Full USPTO retrosynthesis dataset with 1.9M reactions from patents (1976-2016) The reactants are: [F:1][C:2]1[CH:26]=[C:25]([N+:27]([O-])=O)[CH:24]=[CH:23][C:3]=1[O:4][C:5]1[CH:10]=[CH:9][N:8]=[C:7]2[CH:11]=[C:12]([NH:14][C:15]3[CH:20]=[CH:19][CH:18]=[C:17]([O:21][CH3:22])[CH:16]=3)[S:13][C:6]=12.[NH4+].[Cl-]. Given the product [NH2:27][C:25]1[CH:24]=[CH:23][C:3]([O:4][C:5]2[CH:10]=[CH:9][N:8]=[C:7]3[CH:11]=[C:12]([NH:14][C:15]4[CH:20]=[CH:19][CH:18]=[C:17]([O:21][CH3:22])[CH:16]=4)[S:13][C:6]=23)=[C:2]([F:1])[CH:26]=1, predict the reactants needed to synthesize it.